Task: Predict the product of the given reaction.. Dataset: Forward reaction prediction with 1.9M reactions from USPTO patents (1976-2016) (1) Given the reactants I[C:2]1[CH:14]=[CH:13][C:5]([O:6][C:7]2[N:12]=[CH:11][CH:10]=[CH:9][N:8]=2)=[CH:4][CH:3]=1.[B:15]1([B:15]2[O:19][C:18]([CH3:21])([CH3:20])[C:17]([CH3:23])([CH3:22])[O:16]2)[O:19][C:18]([CH3:21])([CH3:20])[C:17]([CH3:23])([CH3:22])[O:16]1.ClCCl.C([O-])(=O)C.[K+], predict the reaction product. The product is: [CH3:22][C:17]1([CH3:23])[C:18]([CH3:21])([CH3:20])[O:19][B:15]([C:2]2[CH:14]=[CH:13][C:5]([O:6][C:7]3[N:12]=[CH:11][CH:10]=[CH:9][N:8]=3)=[CH:4][CH:3]=2)[O:16]1. (2) Given the reactants Br[C:2]1[CH:3]=[N:4][C:5]2[C:10]([CH:11]=1)=[N:9][CH:8]=[CH:7][C:6]=2[Cl:12].C([Li])CCC.[O:18]=[C:19]1[CH2:24][CH2:23][N:22]([C:25]([O:27][C:28]([CH3:31])([CH3:30])[CH3:29])=[O:26])[CH2:21][CH2:20]1, predict the reaction product. The product is: [Cl:12][C:6]1[CH:7]=[CH:8][N:9]=[C:10]2[C:5]=1[N:4]=[CH:3][C:2]([C:19]1([OH:18])[CH2:20][CH2:21][N:22]([C:25]([O:27][C:28]([CH3:30])([CH3:29])[CH3:31])=[O:26])[CH2:23][CH2:24]1)=[CH:11]2.